Dataset: Peptide-MHC class II binding affinity with 134,281 pairs from IEDB. Task: Regression. Given a peptide amino acid sequence and an MHC pseudo amino acid sequence, predict their binding affinity value. This is MHC class II binding data. (1) The peptide sequence is AVHVWLRLPAGRVEI. The MHC is DRB1_0802 with pseudo-sequence DRB1_0802. The binding affinity (normalized) is 0.180. (2) The peptide sequence is LGGLWKTVSPRLSPI. The MHC is HLA-DPA10103-DPB10401 with pseudo-sequence HLA-DPA10103-DPB10401. The binding affinity (normalized) is 0.290.